This data is from Full USPTO retrosynthesis dataset with 1.9M reactions from patents (1976-2016). The task is: Predict the reactants needed to synthesize the given product. Given the product [CH3:8][C:2]([S:1][S:19][C:16]1[CH:15]=[CH:14][C:13]([N+:10]([O-:12])=[O:11])=[CH:18][N:17]=1)([CH3:9])[CH2:3][CH2:4][C:5]([OH:7])=[O:6], predict the reactants needed to synthesize it. The reactants are: [SH:1][C:2]([CH3:9])([CH3:8])[CH2:3][CH2:4][C:5]([OH:7])=[O:6].[N+:10]([C:13]1[CH:14]=[CH:15][C:16]([S:19][S:19][C:16]2[CH:15]=[CH:14][C:13]([N+:10]([O-:12])=[O:11])=[CH:18][N:17]=2)=[N:17][CH:18]=1)([O-:12])=[O:11].CN(C)C=O.CN1CCOCC1.